Predict the reaction yield, written as a fraction of the theoretical maximum amount of product (1.0 means a 100% yield; for example, 0.34 means a 34% yield). From a dataset of Reaction yield outcomes from USPTO patents with 853,638 reactions. (1) The reactants are [CH3:1][N:2]([CH2:14][C:15]1[S:16][CH:17]=[C:18]([CH3:20])[N:19]=1)[C:3]([C:5]1[CH:6]=[C:7]([CH:11]=[CH:12][CH:13]=1)[C:8]([OH:10])=O)=[O:4].C([C:25]1([C@@H:33]([OH:43])[C@@H:34]([NH2:42])[CH2:35][C:36]2[CH:41]=[CH:40][CH:39]=[CH:38][CH:37]=2)[CH2:29][CH2:28][CH2:27][N:26]1[C:30]([OH:32])=[O:31])(C)(C)C.NO. No catalyst specified. The product is [OH:43][C@H:33]([C@H:25]1[CH2:29][CH2:28][CH2:27][N:26]1[C:30]([O:32][C:5]([CH3:6])([CH3:13])[CH3:3])=[O:31])[C@@H:34]([NH:42][C:8](=[O:10])[C:7]1[CH:11]=[CH:12][CH:13]=[C:5]([C:3](=[O:4])[N:2]([CH3:1])[CH2:14][C:15]2[S:16][CH:17]=[C:18]([CH3:20])[N:19]=2)[CH:6]=1)[CH2:35][C:36]1[CH:37]=[CH:38][CH:39]=[CH:40][CH:41]=1. The yield is 0.290. (2) The reactants are Br[C:2]1[CH:7]=[CH:6][C:5]([CH:8]2[CH2:12][CH2:11][CH2:10][N:9]2[C:13]([O:15][CH2:16][C:17]2[CH:22]=[CH:21][CH:20]=[CH:19][CH:18]=2)=[O:14])=[CH:4][C:3]=1[F:23].C(N(CC)CC)C.[C]=O. The catalyst is CO.[Pd](Cl)Cl.C1(P(C2C=CC=CC=2)[C-]2C=CC=C2)C=CC=CC=1.[C-]1(P(C2C=CC=CC=2)C2C=CC=CC=2)C=CC=C1.[Fe+2]. The product is [F:23][C:3]1[CH:4]=[C:5]([CH:8]2[CH2:12][CH2:11][CH2:10][N:9]2[C:13]([O:15][CH2:16][C:17]2[CH:22]=[CH:21][CH:20]=[CH:19][CH:18]=2)=[O:14])[CH:6]=[CH:7][C:2]=1[C:13]([O:15][CH3:16])=[O:14]. The yield is 0.600. (3) The reactants are [NH2:1][C:2]1[C:11]2[C:6](=[C:7](Br)[CH:8]=[CH:9][CH:10]=2)[N:5]=[N:4][C:3]=1[C:13]([NH:15][CH2:16][CH2:17][CH3:18])=[O:14].[CH3:19][O:20][C:21]1[CH:22]=[C:23](B(O)O)[CH:24]=[CH:25][CH:26]=1. No catalyst specified. The product is [NH2:1][C:2]1[C:11]2[C:6](=[C:7]([C:25]3[CH:24]=[CH:23][CH:22]=[C:21]([O:20][CH3:19])[CH:26]=3)[CH:8]=[CH:9][CH:10]=2)[N:5]=[N:4][C:3]=1[C:13]([NH:15][CH2:16][CH2:17][CH3:18])=[O:14]. The yield is 0.642. (4) The reactants are [CH3:1][N:2]([CH2:22][C@@H:23]1[C:26]2[CH:27]=[C:28]([O:33][CH3:34])[C:29]([O:31][CH3:32])=[CH:30][C:25]=2[CH2:24]1)[CH2:3][CH2:4][CH2:5][N:6]1[C:16](=[O:17])[CH2:15][C:14]2[C:9](=[CH:10][C:11]([O:20][CH3:21])=[C:12]([O:18][CH3:19])[CH:13]=2)[CH2:8][CH2:7]1.[CH2:35]([S:37]([OH:40])(=[O:39])=[O:38])[CH3:36]. The catalyst is ClCCl. The product is [CH3:1][N:2]([CH2:22][C@@H:23]1[C:26]2[CH:27]=[C:28]([O:33][CH3:34])[C:29]([O:31][CH3:32])=[CH:30][C:25]=2[CH2:24]1)[CH2:3][CH2:4][CH2:5][N:6]1[C:16](=[O:17])[CH2:15][C:14]2[C:9](=[CH:10][C:11]([O:20][CH3:21])=[C:12]([O:18][CH3:19])[CH:13]=2)[CH2:8][CH2:7]1.[CH2:35]([S:37]([O-:40])(=[O:39])=[O:38])[CH3:36]. The yield is 0.800. (5) The reactants are Cl[C:2]1[C:3]2[CH:10]=[CH:9][NH:8][C:4]=2[N:5]=[CH:6][N:7]=1.[F:11][C:12]1[C:17](B2OC(C)(C)C(C)(C)O2)=[CH:16][CH:15]=[CH:14][N:13]=1.O.C([O-])([O-])=O.[Na+].[Na+]. The catalyst is COCCOC.C1C=CC([P]([Pd]([P](C2C=CC=CC=2)(C2C=CC=CC=2)C2C=CC=CC=2)([P](C2C=CC=CC=2)(C2C=CC=CC=2)C2C=CC=CC=2)[P](C2C=CC=CC=2)(C2C=CC=CC=2)C2C=CC=CC=2)(C2C=CC=CC=2)C2C=CC=CC=2)=CC=1. The product is [F:11][C:12]1[C:17]([C:2]2[C:3]3[CH:10]=[CH:9][NH:8][C:4]=3[N:5]=[CH:6][N:7]=2)=[CH:16][CH:15]=[CH:14][N:13]=1. The yield is 0.480. (6) The reactants are [CH3:1][C:2]1[CH:7]=[C:6]([CH3:8])[CH:5]=[CH:4][C:3]=1[N:9]1[CH2:14][CH2:13][N:12]([CH2:15][CH2:16][NH2:17])[CH2:11][CH2:10]1.[CH:18]1([C:24]2[CH:29]=[CH:28][C:27]([C:30]3[N:34]([C:35]4[CH:40]=[CH:39][CH:38]=[CH:37][CH:36]=4)[N:33]=[C:32]([CH:41]=O)[CH:31]=3)=[CH:26][CH:25]=2)[CH2:23][CH2:22][CH2:21][CH2:20][CH2:19]1. No catalyst specified. The product is [CH:18]1([C:24]2[CH:29]=[CH:28][C:27]([C:30]3[N:34]([C:35]4[CH:40]=[CH:39][CH:38]=[CH:37][CH:36]=4)[N:33]=[C:32]([CH2:41][NH:17][CH2:16][CH2:15][N:12]4[CH2:13][CH2:14][N:9]([C:3]5[CH:4]=[CH:5][C:6]([CH3:8])=[CH:7][C:2]=5[CH3:1])[CH2:10][CH2:11]4)[CH:31]=3)=[CH:26][CH:25]=2)[CH2:19][CH2:20][CH2:21][CH2:22][CH2:23]1. The yield is 0.528. (7) The reactants are [CH2:1]([O:3][CH:4]([C:9]1[CH:10]=[N:11][C:12]([O:15][CH2:16][C:17]2[CH:22]=[CH:21][C:20]([C:23]([F:26])([F:25])[F:24])=[CH:19][CH:18]=2)=[CH:13][CH:14]=1)[CH2:5][C:6]([OH:8])=[O:7])[CH3:2].C(O)(C)C.CCCCCC.C(O)(C)C.FC(F)(F)C(O)=O. The catalyst is CCCCCC. The product is [CH2:1]([O:3][C@H:4]([C:9]1[CH:10]=[N:11][C:12]([O:15][CH2:16][C:17]2[CH:18]=[CH:19][C:20]([C:23]([F:26])([F:24])[F:25])=[CH:21][CH:22]=2)=[CH:13][CH:14]=1)[CH2:5][C:6]([OH:8])=[O:7])[CH3:2]. The yield is 0.230. (8) The reactants are C[Si]([N-][Si](C)(C)C)(C)C.[K+].[Cl:11][C:12]1[CH:13]=[CH:14][C:15]2[N:21]([CH3:22])[C:20](=[O:23])[CH2:19][N:18]=[C:17]([C:24]3[CH:28]=[CH:27][S:26][CH:25]=3)[C:16]=2[CH:29]=1.CC(C1C=C(C(C)C)C(S([N:45]=[N+:46]=[N-:47])(=O)=O)=C(C(C)C)C=1)C.C(O)(=O)C. No catalyst specified. The product is [N:45]([CH:19]1[N:18]=[C:17]([C:24]2[CH:28]=[CH:27][S:26][CH:25]=2)[C:16]2[CH:29]=[C:12]([Cl:11])[CH:13]=[CH:14][C:15]=2[N:21]([CH3:22])[C:20]1=[O:23])=[N+:46]=[N-:47]. The yield is 0.980.